Task: Regression. Given two drug SMILES strings and cell line genomic features, predict the synergy score measuring deviation from expected non-interaction effect.. Dataset: NCI-60 drug combinations with 297,098 pairs across 59 cell lines (1) Synergy scores: CSS=8.25, Synergy_ZIP=-2.05, Synergy_Bliss=2.84, Synergy_Loewe=-2.22, Synergy_HSA=0.947. Drug 2: CS(=O)(=O)CCNCC1=CC=C(O1)C2=CC3=C(C=C2)N=CN=C3NC4=CC(=C(C=C4)OCC5=CC(=CC=C5)F)Cl. Cell line: SNB-75. Drug 1: C1=CC(=CC=C1CC(C(=O)O)N)N(CCCl)CCCl.Cl. (2) Drug 1: CN1CCC(CC1)COC2=C(C=C3C(=C2)N=CN=C3NC4=C(C=C(C=C4)Br)F)OC. Drug 2: C1=CC(=CC=C1CC(C(=O)O)N)N(CCCl)CCCl.Cl. Cell line: SK-MEL-2. Synergy scores: CSS=6.67, Synergy_ZIP=0.638, Synergy_Bliss=1.23, Synergy_Loewe=-3.45, Synergy_HSA=-2.51.